Predict the reactants needed to synthesize the given product. From a dataset of Full USPTO retrosynthesis dataset with 1.9M reactions from patents (1976-2016). (1) Given the product [CH3:12][O:11][C:6]1[CH:7]=[CH:8][CH:9]=[C:10]2[C:5]=1[N:4]=[CH:3][CH:2]=[N:1]2, predict the reactants needed to synthesize it. The reactants are: [N:1]1[C:10]2[CH:9]=[CH:8][CH:7]=[C:6]([OH:11])[C:5]=2[N:4]=[CH:3][CH:2]=1.[C:12]([O-])([O-])=O.[K+].[K+].IC. (2) The reactants are: C[O:2][C:3]1[CH:11]=[C:10]2[C:6]([CH:7]=[C:8]([CH3:12])[NH:9]2)=[CH:5][CH:4]=1.Br. Given the product [CH3:12][C:8]1[NH:9][C:10]2[C:6]([CH:7]=1)=[CH:5][CH:4]=[C:3]([OH:2])[CH:11]=2, predict the reactants needed to synthesize it.